The task is: Predict the product of the given reaction.. This data is from Forward reaction prediction with 1.9M reactions from USPTO patents (1976-2016). (1) Given the reactants [NH2:1][C@@H:2]1[CH2:7][O:6][C@H:5]([CH:8]([C:15]2[CH:20]=[CH:19][CH:18]=[CH:17][CH:16]=2)[C:9]2[CH:14]=[CH:13][CH:12]=[CH:11][CH:10]=2)[CH2:4][C@H:3]1[OH:21].[NH:22]1[C:30]2[C:25](=[CH:26][C:27]([CH:31]=O)=[CH:28][CH:29]=2)[CH:24]=[CH:23]1.C(O)(=O)C.C([C@@H]1CC=CCO1)(C1C=CC=CC=1)C1C=CC=CC=1, predict the reaction product. The product is: [CH:8]([C@@H:5]1[CH2:4][C@@H:3]([OH:21])[C@H:2]([NH:1][CH2:31][C:27]2[CH:26]=[C:25]3[C:30](=[CH:29][CH:28]=2)[NH:22][CH:23]=[CH:24]3)[CH2:7][O:6]1)([C:9]1[CH:14]=[CH:13][CH:12]=[CH:11][CH:10]=1)[C:15]1[CH:20]=[CH:19][CH:18]=[CH:17][CH:16]=1. (2) The product is: [C:24]1([C:27]2[CH:32]=[CH:31][CH:30]=[CH:29][CH:28]=2)[CH:23]=[CH:22][C:21]([C:19]2[C:18]([Cl:33])=[CH:17][C:15]3[NH:16][C:12]([CH2:11][CH2:10][CH2:9][P:4](=[O:3])([OH:8])[OH:5])=[N:13][C:14]=3[CH:20]=2)=[CH:26][CH:25]=1. Given the reactants C([O:3][P:4]([CH2:9][CH2:10][CH2:11][C:12]1[NH:16][C:15]2[CH:17]=[C:18]([Cl:33])[C:19]([C:21]3[CH:26]=[CH:25][C:24]([C:27]4[CH:32]=[CH:31][CH:30]=[CH:29][CH:28]=4)=[CH:23][CH:22]=3)=[CH:20][C:14]=2[N:13]=1)(=[O:8])[O:5]CC)C.C[Si](N[Si](C)(C)C)(C)C.Br[Si](C)(C)C, predict the reaction product. (3) Given the reactants [CH3:1][C:2]1([CH3:22])[C:10]2=[CH:11][C:12]3[NH:13][C:14]4[C:19]([C:20]=3[CH:21]=[C:9]2[C:8]2[C:3]1=[CH:4][CH:5]=[CH:6][CH:7]=2)=[CH:18][CH:17]=[CH:16][CH:15]=4.Br[C:24]1[CH:29]=[CH:28][C:27]([C:30]2[CH:35]=[CH:34][CH:33]=[CH:32][CH:31]=2)=[CH:26][CH:25]=1.C(P(C(C)(C)C)C(C)(C)C)(C)(C)C.CC([O-])(C)C.[Na+], predict the reaction product. The product is: [C:27]1([C:30]2[CH:31]=[CH:32][CH:33]=[CH:34][CH:35]=2)[CH:28]=[CH:29][C:24]([N:13]2[C:12]3[CH:11]=[C:10]4[C:2]([CH3:22])([CH3:1])[C:3]5[C:8]([C:9]4=[CH:21][C:20]=3[C:19]3[C:14]2=[CH:15][CH:16]=[CH:17][CH:18]=3)=[CH:7][CH:6]=[CH:5][CH:4]=5)=[CH:25][CH:26]=1. (4) Given the reactants [NH2:1][C:2]1[S:3][C:4]([C:17]2[CH:22]=[CH:21][CH:20]=[C:19]([F:23])[CH:18]=2)=[C:5]([C:7]([N:9]2[CH2:14][C@H:13]3[C@H:11]([CH2:12]3)[C@H:10]2[CH2:15][NH2:16])=[O:8])[N:6]=1.[F:24][C:25]([F:36])([F:35])[C:26]1[CH:27]=[C:28]([CH:32]=[CH:33][CH:34]=1)[C:29](O)=[O:30], predict the reaction product. The product is: [NH2:1][C:2]1[S:3][C:4]([C:17]2[CH:22]=[CH:21][CH:20]=[C:19]([F:23])[CH:18]=2)=[C:5]([C:7]([N:9]2[CH2:14][C@H:13]3[C@H:11]([CH2:12]3)[C@H:10]2[CH2:15][NH:16][C:29](=[O:30])[C:28]2[CH:32]=[CH:33][CH:34]=[C:26]([C:25]([F:24])([F:35])[F:36])[CH:27]=2)=[O:8])[N:6]=1.